From a dataset of Reaction yield outcomes from USPTO patents with 853,638 reactions. Predict the reaction yield, written as a fraction of the theoretical maximum amount of product (1.0 means a 100% yield; for example, 0.34 means a 34% yield). (1) The reactants are [C@]12(C)C(C)(C)C(CC1)CC2C([O:12][C@H:13]([C:17]1[CH:22]=[CH:21][C:20]([I:23])=[CH:19][C:18]=1[N+:24]([O-:26])=[O:25])[CH:14]([CH3:16])[CH3:15])=O.C([O-])([O-])=O.[K+].[K+]. The catalyst is CO. The product is [I:23][C:20]1[CH:21]=[CH:22][C:17]([C@@H:13]([OH:12])[CH:14]([CH3:15])[CH3:16])=[C:18]([N+:24]([O-:26])=[O:25])[CH:19]=1. The yield is 1.00. (2) The reactants are [Cl:1][C:2]1[CH:3]=[C:4]([C:9]2[CH:13]=[C:12](CCCC(O)=O)[N:11]([C:20]3[CH:29]=[CH:28][C:27]4[C:22](=[CH:23][CH:24]=[CH:25][CH:26]=4)[CH:21]=3)[N:10]=2)[CH:5]=[C:6]([Cl:8])[CH:7]=1.Cl.C([N:50]1[CH:61]=[N:60][C:52]([CH2:53][C@@H:54]([C:56]([O:58][CH3:59])=[O:57])[NH2:55])=[CH:51]1)(C1C=CC=CC=1)(C1C=CC=CC=1)C1C=CC=CC=1.CN(C1[CH:70]=[CH:69][CH:68]=[CH:67]N=1)C.CCN=C=NCCCN(C)C.Cl.FC(F)(F)C(O)=[O:86]. The catalyst is ClCCl. The product is [Cl:8][C:6]1[CH:5]=[C:4]([C:9]2[CH:13]=[C:12]([CH2:67][CH2:68][CH2:69][C:70]([NH:55][C@H:54]([C:56]([O:58][CH3:59])=[O:57])[CH2:53][C:52]3[N:60]=[CH:61][NH:50][CH:51]=3)=[O:86])[N:11]([C:20]3[CH:29]=[CH:28][C:27]4[C:22](=[CH:23][CH:24]=[CH:25][CH:26]=4)[CH:21]=3)[N:10]=2)[CH:3]=[C:2]([Cl:1])[CH:7]=1. The yield is 0.340. (3) The reactants are C=O.[CH2:3](N(CC)CC)C.Cl.Cl.[CH2:12]([N:19]1[CH2:22][C:21]2([CH2:26][CH2:25][CH2:24][NH:23]2)[CH2:20]1)[C:13]1[CH:18]=[CH:17][CH:16]=[CH:15][CH:14]=1.C(O[BH-](OC(=O)C)OC(=O)C)(=O)C.[Na+]. The catalyst is ClCCCl. The product is [CH2:12]([N:19]1[CH2:22][C:21]2([CH2:26][CH2:25][CH2:24][N:23]2[CH3:3])[CH2:20]1)[C:13]1[CH:14]=[CH:15][CH:16]=[CH:17][CH:18]=1. The yield is 0.940. (4) The reactants are [CH3:1][O:2][C:3]1[N:4]=[N:5][C:6]([C:12]2[CH:17]=[CH:16][N:15]=[CH:14][CH:13]=2)=[CH:7][C:8]=1[CH:9]([OH:11])[CH3:10].CC(OI1(OC(C)=O)(OC(C)=O)OC(=O)C2C1=CC=CC=2)=O. The catalyst is C(Cl)Cl. The product is [CH3:1][O:2][C:3]1[N:4]=[N:5][C:6]([C:12]2[CH:17]=[CH:16][N:15]=[CH:14][CH:13]=2)=[CH:7][C:8]=1[C:9](=[O:11])[CH3:10]. The yield is 0.920. (5) The reactants are [OH:1][C:2]1[CH:16]=[CH:15][C:5]([C:6]([C:8]2[CH:13]=[CH:12][C:11]([OH:14])=[CH:10][CH:9]=2)=[O:7])=[CH:4][CH:3]=1.C([O-])([O-])=O.[Cs+].[Cs+].[Na+].[I-].Cl[CH2:26][CH2:27][O:28][CH2:29][CH2:30][OH:31]. The catalyst is CN(C=O)C.CCOC(C)=O. The product is [OH:31][CH2:30][CH2:29][O:28][CH2:27][CH2:26][O:1][C:2]1[CH:16]=[CH:15][C:5]([C:6]([C:8]2[CH:13]=[CH:12][C:11]([OH:14])=[CH:10][CH:9]=2)=[O:7])=[CH:4][CH:3]=1. The yield is 0.450. (6) The reactants are [C:1]([O:5][C:6]([N:8]1[CH2:13][CH2:12][C:11]([C:15]2[CH:20]=[CH:19][C:18]([Cl:21])=[CH:17][CH:16]=2)([OH:14])[CH2:10][CH2:9]1)=[O:7])([CH3:4])([CH3:3])[CH3:2].[H-].[Na+].[CH3:24]I.O. The catalyst is CN(C)C=O. The product is [C:1]([O:5][C:6]([N:8]1[CH2:9][CH2:10][C:11]([C:15]2[CH:20]=[CH:19][C:18]([Cl:21])=[CH:17][CH:16]=2)([O:14][CH3:24])[CH2:12][CH2:13]1)=[O:7])([CH3:4])([CH3:2])[CH3:3]. The yield is 0.520. (7) The reactants are [CH3:1][C:2]([CH3:19])([CH2:10][O:11][Si](C)(C)C(C)(C)C)[CH2:3][CH:4]1[CH2:8][O:7][C:6](=[O:9])[O:5]1.F.F.F.C(N(CC)CC)C. The catalyst is O1CCCC1. The product is [OH:11][CH2:10][C:2]([CH3:19])([CH3:1])[CH2:3][CH:4]1[CH2:8][O:7][C:6](=[O:9])[O:5]1. The yield is 0.360.